Dataset: Forward reaction prediction with 1.9M reactions from USPTO patents (1976-2016). Task: Predict the product of the given reaction. Given the reactants CC(C[AlH]CC(C)C)C.[CH3:10][O:11][C:12]1[CH:17]=[CH:16][C:15]([O:18][CH3:19])=[CH:14][C:13]=1[C:20]1[CH:25]=[CH:24][C:23](/[C:26](/[CH3:33])=[CH:27]/[C:28](OCC)=[O:29])=[CH:22][CH:21]=1, predict the reaction product. The product is: [CH3:10][O:11][C:12]1[CH:17]=[CH:16][C:15]([O:18][CH3:19])=[CH:14][C:13]=1[C:20]1[CH:21]=[CH:22][C:23](/[C:26](/[CH3:33])=[CH:27]/[CH2:28][OH:29])=[CH:24][CH:25]=1.